This data is from Full USPTO retrosynthesis dataset with 1.9M reactions from patents (1976-2016). The task is: Predict the reactants needed to synthesize the given product. (1) The reactants are: [Br:1][C:2]1[C:3]([C:8]([OH:10])=O)=[N:4][CH:5]=[CH:6][CH:7]=1.[CH2:11]([NH:18][CH2:19][CH:20]=[CH2:21])[C:12]1[CH:17]=[CH:16][CH:15]=[CH:14][CH:13]=1.CN(C(ON1N=NC2C=CC=NC1=2)=[N+](C)C)C.F[P-](F)(F)(F)(F)F.C(N(C(C)C)CC)(C)C. Given the product [CH2:19]([N:18]([CH2:11][C:12]1[CH:17]=[CH:16][CH:15]=[CH:14][CH:13]=1)[C:8](=[O:10])[C:3]1[C:2]([Br:1])=[CH:7][CH:6]=[CH:5][N:4]=1)[CH:20]=[CH2:21], predict the reactants needed to synthesize it. (2) Given the product [CH3:1][N:2]1[CH:6]=[CH:5][N:4]=[C:3]1[CH:7]([OH:8])[C:16]([F:18])([F:17])[F:15], predict the reactants needed to synthesize it. The reactants are: [CH3:1][N:2]1[CH:6]=[CH:5][N:4]=[C:3]1[CH:7]=[O:8].C(=O)([O-])[O-].[K+].[K+].[F:15][C:16]([Si](C)(C)C)([F:18])[F:17].